Dataset: NCI-60 drug combinations with 297,098 pairs across 59 cell lines. Task: Regression. Given two drug SMILES strings and cell line genomic features, predict the synergy score measuring deviation from expected non-interaction effect. (1) Drug 1: CC1C(C(CC(O1)OC2CC(OC(C2O)C)OC3=CC4=CC5=C(C(=O)C(C(C5)C(C(=O)C(C(C)O)O)OC)OC6CC(C(C(O6)C)O)OC7CC(C(C(O7)C)O)OC8CC(C(C(O8)C)O)(C)O)C(=C4C(=C3C)O)O)O)O. Drug 2: C#CCC(CC1=CN=C2C(=N1)C(=NC(=N2)N)N)C3=CC=C(C=C3)C(=O)NC(CCC(=O)O)C(=O)O. Cell line: OVCAR-4. Synergy scores: CSS=57.4, Synergy_ZIP=0.933, Synergy_Bliss=0.459, Synergy_Loewe=-0.194, Synergy_HSA=-0.299. (2) Drug 1: CCCS(=O)(=O)NC1=C(C(=C(C=C1)F)C(=O)C2=CNC3=C2C=C(C=N3)C4=CC=C(C=C4)Cl)F. Drug 2: CCN(CC)CCNC(=O)C1=C(NC(=C1C)C=C2C3=C(C=CC(=C3)F)NC2=O)C. Cell line: UACC-257. Synergy scores: CSS=43.1, Synergy_ZIP=7.21, Synergy_Bliss=6.94, Synergy_Loewe=0.974, Synergy_HSA=6.22.